From a dataset of Catalyst prediction with 721,799 reactions and 888 catalyst types from USPTO. Predict which catalyst facilitates the given reaction. (1) Reactant: C(OC([N:8]([C:10]1[CH:15]=[CH:14][C:13]([N:16]2[CH:20]=[CH:19][CH:18]=[CH:17]2)=[CH:12][CH:11]=1)[NH2:9])=O)(C)(C)C.O1CCOCC1.[ClH:27]. Product: [ClH:27].[N:16]1([C:13]2[CH:14]=[CH:15][C:10]([NH:8][NH2:9])=[CH:11][CH:12]=2)[CH:17]=[CH:18][CH:19]=[CH:20]1. The catalyst class is: 2. (2) Reactant: [ClH:1].[CH2:2]1[C:10]2[C:5](=[CH:6][CH:7]=[CH:8][CH:9]=2)[CH2:4][CH:3]1[NH2:11].Cl.[N:13]1([C:18](=N)[NH2:19])C=CC=N1.C(N(C(C)C)CC)(C)C. Product: [ClH:1].[CH2:2]1[C:10]2[C:5](=[CH:6][CH:7]=[CH:8][CH:9]=2)[CH2:4][CH:3]1[NH:11][C:18]([NH2:19])=[NH:13]. The catalyst class is: 10. (3) Reactant: [Cl:1][C:2]1[CH:3]=[C:4]([S:8]([N:11]2[C:15]([C:16]3[CH:21]=[CH:20][CH:19]=[CH:18][C:17]=3[F:22])=[C:14]3[CH2:23][N:24]([C:27]([O:29][C:30]([CH3:33])([CH3:32])[CH3:31])=[O:28])[C:25](=O)[C:13]3=[CH:12]2)(=[O:10])=[O:9])[CH:5]=[CH:6][CH:7]=1.[C:34]([BH3-])#[N:35].[Na+].CN.O1CCCC1.C(=O)(O)[O-].[Na+]. Product: [Cl:1][C:2]1[CH:3]=[C:4]([S:8]([N:11]2[C:15]([C:16]3[CH:21]=[CH:20][CH:19]=[CH:18][C:17]=3[F:22])=[C:14]3[CH2:23][N:24]([C:27]([O:29][C:30]([CH3:33])([CH3:32])[CH3:31])=[O:28])[CH:25]([NH:35][CH3:34])[C:13]3=[CH:12]2)(=[O:9])=[O:10])[CH:5]=[CH:6][CH:7]=1. The catalyst class is: 466. (4) Reactant: [CH2:1]([O:3][CH2:4][C:5]([C:8]1[C:32]([F:33])=[CH:31][C:11]([N:12](CC2C=CC(OC)=CC=2)CC2C=CC(OC)=CC=2)=[CH:10][C:9]=1[F:34])([CH3:7])[CH3:6])[CH3:2].Cl. Product: [CH2:1]([O:3][CH2:4][C:5]([C:8]1[C:9]([F:34])=[CH:10][C:11]([NH2:12])=[CH:31][C:32]=1[F:33])([CH3:7])[CH3:6])[CH3:2]. The catalyst class is: 129. (5) Reactant: Cl.C(N=C=NCCCN(C)C)C.Cl.C[O:15][C:16]([C:18]1([NH2:24])[CH2:23][CH2:22][CH2:21][CH2:20][CH2:19]1)=[O:17].ON1C2C=CC=CC=2N=N1.[CH2:35]([O:37][C:38]1[CH:42]=[CH:41][S:40][C:39]=1[C:43](O)=[O:44])[CH3:36].C(N(C(C)C)CC)(C)C. Product: [CH2:35]([O:37][C:38]1[CH:42]=[CH:41][S:40][C:39]=1[C:43]([NH:24][C:18]1([C:16]([OH:15])=[O:17])[CH2:23][CH2:22][CH2:21][CH2:20][CH2:19]1)=[O:44])[CH3:36]. The catalyst class is: 2.